From a dataset of Reaction yield outcomes from USPTO patents with 853,638 reactions. Predict the reaction yield, written as a fraction of the theoretical maximum amount of product (1.0 means a 100% yield; for example, 0.34 means a 34% yield). (1) The reactants are [CH3:1][C:2]1([CH3:27])[C:7]([CH2:8][C:9]([O:11][CH2:12][C:13]2[CH:18]=[CH:17][CH:16]=[CH:15][CH:14]=2)=[O:10])=[C:6](OS(C(F)(F)F)(=O)=O)[CH2:5][CH2:4][CH2:3]1.[CH2:28]([SnH3])[CH:29]=[CH2:30].[Cl-].[Li+]. The catalyst is O1CCOCC1. The product is [CH2:30]([C:6]1[CH2:5][CH2:4][CH2:3][C:2]([CH3:27])([CH3:1])[C:7]=1[CH2:8][C:9]([O:11][CH2:12][C:13]1[CH:18]=[CH:17][CH:16]=[CH:15][CH:14]=1)=[O:10])[CH:29]=[CH2:28]. The yield is 0.920. (2) The reactants are [C:1]1(=[O:12])[C:10]2[C:5](=[CH:6][CH:7]=[CH:8][CH:9]=2)[C:4](=[O:11])[NH:3][NH:2]1.[CH3:13][C:14]1[CH:19]=[CH:18][C:17]([S:20](Cl)(=[O:22])=[O:21])=[CH:16][CH:15]=1. The catalyst is N1C=CC=CC=1. The product is [CH3:13][C:14]1[CH:19]=[CH:18][C:17]([S:20]([O:11][C:4]2[C:5]3[C:10](=[CH:9][CH:8]=[CH:7][CH:6]=3)[C:1](=[O:12])[NH:2][N:3]=2)(=[O:22])=[O:21])=[CH:16][CH:15]=1. The yield is 0.660. (3) The reactants are COC(=O)[NH:4][CH:5]([C:9]([N:11]1[CH2:15][CH2:14][CH2:13][CH:12]1[C:16]1[NH:17][C:18]([C:21]2[CH:26]=[CH:25][C:24](Br)=[CH:23][CH:22]=2)=[CH:19][N:20]=1)=[O:10])[CH:6]([CH3:8])[CH3:7].[CH3:29][O:30][C:31](=[O:70])[NH:32][CH:33]([C:37]([N:39]1[CH:44]([C:45]2[NH:46][C:47]([C:50]3[CH:59]=[CH:58][C:57]4[C:52](=[CH:53][CH:54]=[C:55](B5OC(C)(C)C(C)(C)O5)[CH:56]=4)[CH:51]=3)=[CH:48][N:49]=2)[CH:43]2[CH2:69][CH:40]1[CH2:41][CH2:42]2)=[O:38])[CH:34]([CH3:36])[CH3:35].[C:71]([O-:74])([OH:73])=O.[Na+].[CH3:76]OCCOC. The catalyst is O. The product is [CH3:29][O:30][C:31](=[O:70])[NH:32][CH:33]([C:37]([N:39]1[CH:44]([C:45]2[NH:46][C:47]([C:50]3[CH:59]=[CH:58][C:57]4[C:52](=[CH:53][CH:54]=[C:55]([C:24]5[CH:23]=[CH:22][C:21]([C:18]6[NH:17][C:16]([CH:12]7[CH2:13][CH2:14][CH2:15][N:11]7[C:9](=[O:10])[CH:5]([NH:4][C:71]([O:74][CH3:76])=[O:73])[CH:6]([CH3:7])[CH3:8])=[N:20][CH:19]=6)=[CH:26][CH:25]=5)[CH:56]=4)[CH:51]=3)=[CH:48][N:49]=2)[CH:43]2[CH2:69][CH:40]1[CH2:41][CH2:42]2)=[O:38])[CH:34]([CH3:35])[CH3:36]. The yield is 0.440. (4) The reactants are C([O:3][C:4](=[O:25])[CH2:5][C@H:6]1[C:14]2[C:9](=[CH:10][C:11]([O:15][CH2:16][CH2:17][C:18]3[N:19]=[C:20](Br)[S:21][C:22]=3[CH3:23])=[CH:12][CH:13]=2)[CH2:8][CH2:7]1)C.[CH3:26][CH2:27]O. The catalyst is C1COCC1.O. The product is [CH:9]([C:26]1[CH:27]=[CH:7][C:6]([C:20]2[S:21][C:22]([CH3:23])=[C:18]([CH2:17][CH2:16][O:15][C:11]3[CH:10]=[C:9]4[C:14](=[CH:13][CH:12]=3)[C@H:6]([CH2:5][C:4]([OH:3])=[O:25])[CH2:7][CH2:8]4)[N:19]=2)=[CH:5][CH:4]=1)([CH3:10])[CH3:8]. The yield is 0.660. (5) The reactants are [Br:1][C:2]1[C:3]([O:12][CH3:13])=[C:4]([CH2:10]O)[CH:5]=[C:6]([O:8][CH3:9])[CH:7]=1.O=S(Cl)[Cl:16].O. The catalyst is C1COCC1.[Cl-].[Cl-].[Zn+2]. The product is [Br:1][C:2]1[CH:7]=[C:6]([O:8][CH3:9])[CH:5]=[C:4]([CH2:10][Cl:16])[C:3]=1[O:12][CH3:13]. The yield is 0.750.